Dataset: Forward reaction prediction with 1.9M reactions from USPTO patents (1976-2016). Task: Predict the product of the given reaction. Given the reactants [S:1]1[CH:5]=[CH:4][C:3]([CH2:6][C:7]([OH:9])=O)=[CH:2]1.CCN(C(C)C)C(C)C.Cl.[C:20]1([CH2:26][CH2:27][C:28]2[N:29]=[C:30]([CH:33]3[CH2:38][CH2:37][NH:36][CH2:35][CH2:34]3)[S:31][CH:32]=2)[CH:25]=[CH:24][CH:23]=[CH:22][CH:21]=1.F[P-](F)(F)(F)(F)F.Br[P+](N1CCCC1)(N1CCCC1)N1CCCC1, predict the reaction product. The product is: [C:20]1([CH2:26][CH2:27][C:28]2[N:29]=[C:30]([CH:33]3[CH2:38][CH2:37][N:36]([C:7](=[O:9])[CH2:6][C:3]4[CH:4]=[CH:5][S:1][CH:2]=4)[CH2:35][CH2:34]3)[S:31][CH:32]=2)[CH:25]=[CH:24][CH:23]=[CH:22][CH:21]=1.